Predict the product of the given reaction. From a dataset of Forward reaction prediction with 1.9M reactions from USPTO patents (1976-2016). (1) Given the reactants OO.O[Li].O.[Cl:6][C:7]1[CH:12]=[CH:11][C:10]([CH:13]([CH:19]=[O:20])[CH2:14][NH:15][C:16](=[O:18])[O-:17])=[CH:9][CH:8]=1.CO[C:23]1C=C(OC)C=[CH:27][C:24]=1[CH:25]=O.[O-:33]S([O-])=O.[Na+].[Na+], predict the reaction product. The product is: [C:24]([O:18][C:16]([NH:15][CH2:14][C@H:13]([C:10]1[CH:11]=[CH:12][C:7]([Cl:6])=[CH:8][CH:9]=1)[C:19]([OH:33])=[O:20])=[O:17])([CH3:27])([CH3:25])[CH3:23]. (2) Given the reactants [Cl:1][C:2]1[CH:8]=[C:7]([C:9]([F:12])([F:11])[F:10])[CH:6]=[CH:5][C:3]=1[NH2:4].[Cl:13]C1C=CC(C(F)(F)F)=CC=1N.CN1C(=O)CCC1.S(Cl)(Cl)(=O)=O, predict the reaction product. The product is: [Cl:1][C:2]1[CH:8]=[C:7]([C:9]([F:10])([F:11])[F:12])[CH:6]=[C:5]([Cl:13])[C:3]=1[NH2:4]. (3) Given the reactants [C:1]([O:5][C:6]([NH:8][C@H:9]([C:18]([O:20][CH:21]([CH3:23])[CH3:22])=[O:19])[CH2:10][C:11]1[CH:16]=[CH:15][C:14]([OH:17])=[CH:13][CH:12]=1)=[O:7])([CH3:4])([CH3:3])[CH3:2].[F:24][C:25]([F:38])([F:37])[S:26](O[S:26]([C:25]([F:38])([F:37])[F:24])(=[O:28])=[O:27])(=[O:28])=[O:27].N1C=CC=CC=1, predict the reaction product. The product is: [C:1]([O:5][C:6]([NH:8][C@H:9]([C:18]([O:20][CH:21]([CH3:23])[CH3:22])=[O:19])[CH2:10][C:11]1[CH:12]=[CH:13][C:14]([O:17][S:26]([C:25]([F:38])([F:37])[F:24])(=[O:28])=[O:27])=[CH:15][CH:16]=1)=[O:7])([CH3:3])([CH3:4])[CH3:2]. (4) Given the reactants [Br:1][C:2]1[CH:10]=[CH:9][CH:8]=[CH:7][C:3]=1C(O)=O.[N-]=[N+]=[N-].C1(PC2C=CC=CC=2)C=CC=CC=1.[CH2:27]([NH2:29])C.[CH3:30][N:31]1[CH:36]2[CH2:37][CH2:38][CH:32]1[CH2:33][CH:34]([OH:39])[CH2:35]2.C1C[O:43]CC1, predict the reaction product. The product is: [Br:1][C:2]1[CH:10]=[CH:9][CH:8]=[CH:7][C:3]=1[NH:29][C:27](=[O:43])[O:39][CH:34]1[CH2:33][CH:32]2[N:31]([CH3:30])[CH:36]([CH2:37][CH2:38]2)[CH2:35]1. (5) Given the reactants [CH3:1][C:2]1[C:3](C(O)=O)=[CH:4][C:5]2[N:6]([N:8]=[C:9]([C:11]3[CH:16]=[CH:15][CH:14]=[CH:13][CH:12]=3)[N:10]=2)[CH:7]=1.C([N:22](CC)CC)C.P(N=[N+]=[N-])(=O)(OC1C=CC=CC=1)OC1C=CC=CC=1, predict the reaction product. The product is: [CH3:1][C:2]1[C:3]([NH2:22])=[CH:4][C:5]2[N:6]([N:8]=[C:9]([C:11]3[CH:16]=[CH:15][CH:14]=[CH:13][CH:12]=3)[N:10]=2)[CH:7]=1. (6) The product is: [NH2:17][C:16]1[CH:15]=[CH:14][C:13]([N:20]([C:25]2[C:44]([CH:45]3[CH2:47][CH2:46]3)=[CH:43][C:28]3[C:29]([C:39]([NH:41][CH3:42])=[O:40])=[C:30]([C:32]4[CH:33]=[CH:34][C:35]([F:38])=[CH:36][CH:37]=4)[O:31][C:27]=3[CH:26]=2)[S:21]([CH3:24])(=[O:23])=[O:22])=[CH:12][C:11]=1[C:9]#[N:10]. Given the reactants [O-]S(S([O-])=O)=O.[Na+].[Na+].[C:9]([C:11]1[CH:12]=[C:13]([N:20]([C:25]2[C:44]([CH:45]3[CH2:47][CH2:46]3)=[CH:43][C:28]3[C:29]([C:39]([NH:41][CH3:42])=[O:40])=[C:30]([C:32]4[CH:37]=[CH:36][C:35]([F:38])=[CH:34][CH:33]=4)[O:31][C:27]=3[CH:26]=2)[S:21]([CH3:24])(=[O:23])=[O:22])[CH:14]=[CH:15][C:16]=1[N+:17]([O-])=O)#[N:10], predict the reaction product. (7) Given the reactants [Br:1][C:2]1[CH:3]=[C:4]2[C:8](=[CH:9][CH:10]=1)[CH2:7][NH:6][CH2:5]2.C(N(CC)CC)C.[C:18](O[C:18]([O:20][C:21]([CH3:24])([CH3:23])[CH3:22])=[O:19])([O:20][C:21]([CH3:24])([CH3:23])[CH3:22])=[O:19].CN(CC)C.Cl, predict the reaction product. The product is: [Br:1][C:2]1[CH:3]=[C:4]2[C:8](=[CH:9][CH:10]=1)[CH2:7][N:6]([C:18]([O:20][C:21]([CH3:24])([CH3:23])[CH3:22])=[O:19])[CH2:5]2. (8) Given the reactants C(O[C:4]([C:6]1[CH:7]=[C:8]2[C:12](=[CH:13][CH:14]=1)[NH:11][N:10]=[C:9]2[C:15]1[CH:24]=[CH:23][C:22]2[C:17](=[CH:18][CH:19]=[C:20]([O:25][CH2:26][CH2:27][C:28]3[CH:33]=[CH:32][CH:31]=[CH:30][N:29]=3)[CH:21]=2)[CH:16]=1)=[NH:5])C.C(N(CC)CC)C.[NH2:41][NH:42][C:43](=O)[CH2:44][N:45]1[CH2:50][CH2:49][O:48][CH2:47][CH2:46]1, predict the reaction product. The product is: [N:45]1([CH2:44][C:43]2[N:5]=[C:4]([C:6]3[CH:7]=[C:8]4[C:12](=[CH:13][CH:14]=3)[NH:11][N:10]=[C:9]4[C:15]3[CH:16]=[C:17]4[C:22](=[CH:23][CH:24]=3)[CH:21]=[C:20]([O:25][CH2:26][CH2:27][C:28]3[CH:33]=[CH:32][CH:31]=[CH:30][N:29]=3)[CH:19]=[CH:18]4)[NH:41][N:42]=2)[CH2:50][CH2:49][O:48][CH2:47][CH2:46]1. (9) Given the reactants [C-:1]#[C-:2].[Na+].[Na+].CN(C)P(N(C)C)(N(C)C)=O.[F:16][C:17]1[CH:22]=[CH:21][C:20]([CH2:23][CH2:24][CH2:25]I)=[CH:19][CH:18]=1, predict the reaction product. The product is: [F:16][C:17]1[CH:22]=[CH:21][C:20]([CH2:23][CH2:24][CH2:25][C:1]#[CH:2])=[CH:19][CH:18]=1. (10) Given the reactants [OH:1][C:2]1[CH2:6][O:5][C:4](=[O:7])[CH:3]=1.[CH:8](=O)[C:9]1[CH:14]=[CH:13][CH:12]=[CH:11][CH:10]=1.[NH:16]1[C:24]2[C:19](=[CH:20][CH:21]=[CH:22][CH:23]=2)[C:18]([CH2:25][CH2:26][NH:27][C:28](=[O:30])[CH3:29])=[CH:17]1, predict the reaction product. The product is: [OH:1][C:2]1[CH2:6][O:5][C:4](=[O:7])[C:3]=1[CH:8]([C:9]1[CH:14]=[CH:13][CH:12]=[CH:11][CH:10]=1)[C:17]1[NH:16][C:24]2[C:19]([C:18]=1[CH2:25][CH2:26][NH:27][C:28](=[O:30])[CH3:29])=[CH:20][CH:21]=[CH:22][CH:23]=2.